Dataset: Catalyst prediction with 721,799 reactions and 888 catalyst types from USPTO. Task: Predict which catalyst facilitates the given reaction. (1) Reactant: [C:1]([O:5][C:6](=[O:21])[NH:7][C:8]1([C:15]2[CH:20]=[CH:19][CH:18]=[CH:17][CH:16]=2)[CH2:12][CH:11](O)[O:10][C:9]1=[O:14])([CH3:4])([CH3:3])[CH3:2].C([O-])(O)=O.[Na+].[NH2:27][C@H:28]([C:31]([O:33][CH3:34])=[O:32])[CH2:29][SH:30].Cl.O. Product: [CH3:34][O:33][C:31]([CH:28]1[CH2:29][S:30][CH:11]([CH2:12][C:8]([NH:7][C:6]([O:5][C:1]([CH3:4])([CH3:3])[CH3:2])=[O:21])([C:9]([OH:10])=[O:14])[C:15]2[CH:20]=[CH:19][CH:18]=[CH:17][CH:16]=2)[NH:27]1)=[O:32]. The catalyst class is: 14. (2) Reactant: C[O:2][C:3](=[O:29])[C:4]1[CH:9]=[CH:8][C:7]([CH:10]=[C:11]2[C:20]3[C:15](=[CH:16][C:17]4[C:24]([CH3:26])([CH3:25])[CH2:23][CH2:22][C:21]([CH3:28])([CH3:27])[C:18]=4[CH:19]=3)[O:14][CH2:13][CH2:12]2)=[CH:6][CH:5]=1.Cl. Product: [CH3:27][C:21]1([CH3:28])[C:18]2[CH:19]=[C:20]3[C:15](=[CH:16][C:17]=2[C:24]([CH3:26])([CH3:25])[CH2:23][CH2:22]1)[O:14][CH2:13][CH:12]=[C:11]3[CH2:10][C:7]1[CH:8]=[CH:9][C:4]([C:3]([OH:29])=[O:2])=[CH:5][CH:6]=1. The catalyst class is: 5. (3) The catalyst class is: 10. Reactant: [OH:1][C:2]1[CH:3]=[C:4]([CH:9]=[CH:10][CH:11]=1)[C:5]([O:7][CH3:8])=[O:6].C([O-])([O-])=O.[K+].[K+].Br[CH2:19][CH2:20][CH2:21][CH2:22][N:23]1[C:27](=[O:28])[C:26]2=[CH:29][CH:30]=[CH:31][CH:32]=[C:25]2[C:24]1=[O:33].O. Product: [C:24]1(=[O:33])[N:23]([CH2:22][CH2:21][CH2:20][CH2:19][O:1][C:2]2[CH:3]=[C:4]([CH:9]=[CH:10][CH:11]=2)[C:5]([O:7][CH3:8])=[O:6])[C:27](=[O:28])[C:26]2=[CH:29][CH:30]=[CH:31][CH:32]=[C:25]12. (4) Reactant: [C:1]([C:3](=[C:9](OCC)[CH2:10][CH3:11])[C:4]([O:6][CH2:7][CH3:8])=[O:5])#[N:2].Cl.[O:16]=[S:17]1(=[O:24])[CH2:21][CH2:20][CH:19]([NH:22][NH2:23])[CH2:18]1.C(N(CC)CC)C. Product: [NH2:2][C:1]1[N:22]([CH:19]2[CH2:20][CH2:21][S:17](=[O:24])(=[O:16])[CH2:18]2)[N:23]=[C:9]([CH2:10][CH3:11])[C:3]=1[C:4]([O:6][CH2:7][CH3:8])=[O:5]. The catalyst class is: 5. (5) Reactant: Br[C:2]1[N:3]=[C:4]2[C:10]([CH:11]=[O:12])=[CH:9][N:8]([CH2:13][O:14][CH2:15][CH2:16][Si:17]([CH3:20])([CH3:19])[CH3:18])[C:5]2=[N:6][CH:7]=1.[CH2:21]([N:23]1[CH:27]=[C:26](B2OC(C)(C)C(C)(C)O2)[CH:25]=[N:24]1)[CH3:22].C([O-])([O-])=O.[K+].[K+]. Product: [CH2:21]([N:23]1[CH:27]=[C:26]([C:2]2[N:3]=[C:4]3[C:10]([CH:11]=[O:12])=[CH:9][N:8]([CH2:13][O:14][CH2:15][CH2:16][Si:17]([CH3:20])([CH3:19])[CH3:18])[C:5]3=[N:6][CH:7]=2)[CH:25]=[N:24]1)[CH3:22]. The catalyst class is: 257.